This data is from Catalyst prediction with 721,799 reactions and 888 catalyst types from USPTO. The task is: Predict which catalyst facilitates the given reaction. (1) Reactant: [H-].[Na+].[C:3]([O:11][CH2:12][CH3:13])(=[O:10])[CH2:4][C:5]([O:7][CH2:8][CH3:9])=[O:6].F[C:15]1[CH:16]=[C:17]([C:24]2[S:28][C:27]([CH2:29][CH2:30][C@@H:31]([NH:43][C:44](=[O:50])[O:45][C:46]([CH3:49])([CH3:48])[CH3:47])[CH2:32][C:33]3[CH:34]=[N:35][C:36]([C:39]([F:42])([F:41])[F:40])=[CH:37][CH:38]=3)=[N:26][N:25]=2)[CH:18]=[CH:19][C:20]=1[N+:21]([O-:23])=[O:22]. Product: [C:46]([O:45][C:44]([NH:43][C@@H:31]([CH2:32][C:33]1[CH:34]=[N:35][C:36]([C:39]([F:40])([F:42])[F:41])=[CH:37][CH:38]=1)[CH2:30][CH2:29][C:27]1[S:28][C:24]([C:17]2[CH:18]=[CH:19][C:20]([N+:21]([O-:23])=[O:22])=[C:15]([CH:4]([C:5]([O:7][CH2:8][CH3:9])=[O:6])[C:3]([O:11][CH2:12][CH3:13])=[O:10])[CH:16]=2)=[N:25][N:26]=1)=[O:50])([CH3:49])([CH3:47])[CH3:48]. The catalyst class is: 1. (2) Reactant: [CH3:1][C:2]1[N:9]2[C:5]([O:6][C:7]([C:10]3[CH:16]=[CH:15][C:13]([NH2:14])=[CH:12][CH:11]=3)=[N:8]2)=[CH:4][N:3]=1.[C:17](=C1C=CC=CN1)=[S:18]. Product: [N:14]([C:13]1[CH:15]=[CH:16][C:10]([C:7]2[O:6][C:5]3=[CH:4][N:3]=[C:2]([CH3:1])[N:9]3[N:8]=2)=[CH:11][CH:12]=1)=[C:17]=[S:18]. The catalyst class is: 2. (3) Reactant: C(O[C:5]1[C:9]2[CH:10]=[CH:11][CH:12]=[CH:13][C:8]=2[O:7][C:6]=1C)(=O)C.[OH-:15].[Na+].[CH2:17]([OH:19])[CH3:18]. Product: [O:7]1[C:8]2[CH:13]=[CH:12][CH:11]=[CH:10][C:9]=2[C:5]([CH2:18][C:17]([OH:15])=[O:19])=[CH:6]1. The catalyst class is: 13. (4) Reactant: [C:1]([O:5][C:6]([N:8]1[CH2:13][CH2:12][CH:11]([C:14]2[NH:18][N:17]=[C:16]([O:19][CH3:20])[C:15]=2[CH3:21])[CH2:10][CH2:9]1)=[O:7])([CH3:4])([CH3:3])[CH3:2].[H-].[Na+].[CH2:24](I)[CH3:25]. Product: [C:1]([O:5][C:6]([N:8]1[CH2:13][CH2:12][CH:11]([C:14]2[N:18]([CH2:24][CH3:25])[N:17]=[C:16]([O:19][CH3:20])[C:15]=2[CH3:21])[CH2:10][CH2:9]1)=[O:7])([CH3:4])([CH3:3])[CH3:2]. The catalyst class is: 3. (5) Reactant: Br[C:2]1[C:7]([O:8][CH2:9][O:10][CH3:11])=[CH:6][C:5]([O:12][CH2:13][O:14][CH3:15])=[CH:4][C:3]=1[CH2:16][O:17][CH2:18][C:19]1[CH:24]=[CH:23][CH:22]=[CH:21][CH:20]=1.CN(C)[CH:27]=[O:28].O.CO. Product: [CH2:18]([O:17][CH2:16][C:3]1[CH:4]=[C:5]([O:12][CH2:13][O:14][CH3:15])[CH:6]=[C:7]([O:8][CH2:9][O:10][CH3:11])[C:2]=1[CH:27]=[O:28])[C:19]1[CH:24]=[CH:23][CH:22]=[CH:21][CH:20]=1. The catalyst class is: 27. (6) Reactant: [K+].[F:2][C:3]([F:21])([S:17]([O-:20])(=[O:19])=[O:18])[C:4]([F:16])([F:15])[C:5]([F:14])([F:13])[C:6]([F:12])([F:11])[S:7]([O-:10])(=[O:9])=[O:8].[K+].[OH-].[C:24]([C:28]1[CH:33]=[CH:32][C:31]([S+:34]([C:45]2[CH:50]=[CH:49][C:48]([C:51]([CH3:54])([CH3:53])[CH3:52])=[CH:47][CH:46]=2)[C:35]2[CH:40]=[CH:39][C:38]([C:41]([CH3:44])([CH3:43])[CH3:42])=[CH:37][CH:36]=2)=[CH:30][CH:29]=1)([CH3:27])([CH3:26])[CH3:25].C(Cl)(Cl)Cl. Product: [F:12][C:6]([F:11])([S:7]([O-:10])(=[O:9])=[O:8])[C:5]([F:14])([F:13])[C:4]([F:15])([F:16])[C:3]([F:2])([F:21])[S:17]([O-:20])(=[O:18])=[O:19].[C:24]([C:28]1[CH:33]=[CH:32][C:31]([S+:34]([C:35]2[CH:40]=[CH:39][C:38]([C:41]([CH3:44])([CH3:43])[CH3:42])=[CH:37][CH:36]=2)[C:45]2[CH:50]=[CH:49][C:48]([C:51]([CH3:53])([CH3:54])[CH3:52])=[CH:47][CH:46]=2)=[CH:30][CH:29]=1)([CH3:25])([CH3:26])[CH3:27].[C:24]([C:28]1[CH:33]=[CH:32][C:31]([S+:34]([C:35]2[CH:40]=[CH:39][C:38]([C:41]([CH3:44])([CH3:43])[CH3:42])=[CH:37][CH:36]=2)[C:45]2[CH:50]=[CH:49][C:48]([C:51]([CH3:53])([CH3:54])[CH3:52])=[CH:47][CH:46]=2)=[CH:30][CH:29]=1)([CH3:25])([CH3:26])[CH3:27]. The catalyst class is: 283. (7) Reactant: [Br:1][C:2]1[CH:7]=[CH:6][C:5]([C:8]([C:10]2(C3(C)CCN(C(OC(C)(C)C)=O)CC3)[CH2:15][CH2:14][NH:13][CH2:12][CH2:11]2)=[CH2:9])=[CH:4][CH:3]=1.[C:30](O)([C:32](F)(F)F)=O.[N:37]1[C:46]2[C:41](=[CH:42][CH:43]=[CH:44][CH:45]=2)[C:40]([C:47]([OH:49])=O)=[CH:39][CH:38]=1.[CH3:50][CH2:51][N:52](CC)[CH2:53][CH3:54].CN(C(ON1N=NC2C=CC=NC1=2)=[N+](C)C)C.F[P-](F)(F)(F)(F)F. Product: [Br:1][C:2]1[CH:3]=[CH:4][C:5]([C:8]([CH:10]2[CH2:11][CH2:12][N:13]([C:30]3([CH3:32])[CH2:54][CH2:53][N:52]([C:47]([C:40]4[C:41]5[C:46](=[CH:45][CH:44]=[CH:43][CH:42]=5)[N:37]=[CH:38][CH:39]=4)=[O:49])[CH2:51][CH2:50]3)[CH2:14][CH2:15]2)=[CH2:9])=[CH:6][CH:7]=1. The catalyst class is: 2. (8) Reactant: [F-].C([N+](CCCC)(CCCC)CCCC)CCC.[N:19]1[CH:24]=[CH:23][C:22]([C:25]2[CH:32]=[CH:31][C:28]([CH:29]=[O:30])=[CH:27][CH:26]=2)=[CH:21][CH:20]=1.[F:33][C:34]([Si](C)(C)C)([F:36])[F:35].Cl. Product: [F:33][C:34]([F:36])([F:35])[CH:29]([C:28]1[CH:31]=[CH:32][C:25]([C:22]2[CH:23]=[CH:24][N:19]=[CH:20][CH:21]=2)=[CH:26][CH:27]=1)[OH:30]. The catalyst class is: 1. (9) Reactant: [CH3:1][C:2]1([CH3:10])[CH2:7][CH2:6][CH2:5][C:4]([CH3:9])([CH3:8])[NH:3]1.[Li:11]CCCC.COC1C=CC(C=NC2CCCCC2)=C(C)C=1.CN(OC)C(C1CC1)=O.[Cl-].[NH4+]. Product: [Li:11][N:3]1[C:4]([CH3:9])([CH3:8])[CH2:5][CH2:6][CH2:7][C:2]1([CH3:10])[CH3:1]. The catalyst class is: 7.